From a dataset of Catalyst prediction with 721,799 reactions and 888 catalyst types from USPTO. Predict which catalyst facilitates the given reaction. (1) Reactant: [Cl:1][C:2]1[N:7]=[CH:6][C:5]([C:8]2[NH:12][C:11]([C@@H:13]3[CH2:17][CH2:16][CH2:15][N:14]3C(OC(C)(C)C)=O)=[N:10][CH:9]=2)=[CH:4][N:3]=1. Product: [ClH:1].[ClH:1].[ClH:1].[Cl:1][C:2]1[N:7]=[CH:6][C:5]([C:8]2[NH:12][C:11]([C@@H:13]3[CH2:17][CH2:16][CH2:15][NH:14]3)=[N:10][CH:9]=2)=[CH:4][N:3]=1. The catalyst class is: 5. (2) Reactant: [CH3:1][O:2][C:3]([CH3:19])([CH3:18])[CH2:4][CH2:5][O:6][C:7]1[CH:13]=[CH:12][C:10]([NH2:11])=[CH:9][C:8]=1[C:14]([F:17])([F:16])[F:15].C(=O)([O-])[O-].[K+].[K+].Cl[C:27]([O:29][C:30]1[CH:35]=[CH:34][CH:33]=[CH:32][CH:31]=1)=[O:28]. Product: [CH3:1][O:2][C:3]([CH3:19])([CH3:18])[CH2:4][CH2:5][O:6][C:7]1[CH:13]=[CH:12][C:10]([NH:11][C:27](=[O:28])[O:29][C:30]2[CH:35]=[CH:34][CH:33]=[CH:32][CH:31]=2)=[CH:9][C:8]=1[C:14]([F:16])([F:15])[F:17]. The catalyst class is: 7. (3) Reactant: [CH3:1][C:2]([O:5][C:6]([N:8]1[CH2:23][C@@H:22]([F:24])[CH2:21][C@H:9]1[C:10]([NH:12][C@@H:13]([CH2:19][CH3:20])/[CH:14]=[CH:15]/[C:16]([OH:18])=O)=[O:11])=[O:7])([CH3:4])[CH3:3].CN(C(ON1N=NC2C=CC=NC1=2)=[N+](C)C)C.F[P-](F)(F)(F)(F)F.CCN(C(C)C)C(C)C.[F:58][C:59]([F:67])([F:66])[C:60]1[S:64][C:63]([NH2:65])=[N:62][N:61]=1. Product: [CH2:19]([C@H:13]([NH:12][C:10]([C@@H:9]1[CH2:21][C@H:22]([F:24])[CH2:23][N:8]1[C:6]([O:5][C:2]([CH3:1])([CH3:3])[CH3:4])=[O:7])=[O:11])/[CH:14]=[CH:15]/[C:16](=[O:18])[NH:65][C:63]1[S:64][C:60]([C:59]([F:67])([F:66])[F:58])=[N:61][N:62]=1)[CH3:20]. The catalyst class is: 59.